Dataset: Full USPTO retrosynthesis dataset with 1.9M reactions from patents (1976-2016). Task: Predict the reactants needed to synthesize the given product. (1) Given the product [CH2:31]([N:28]([CH2:29][CH3:30])[C:26]([CH:25]([C:33]1[CH:34]=[CH:35][CH:36]=[CH:37][CH:38]=1)[N:22]1[CH2:21][CH2:20][N:19]([C:16]2[CH:17]=[CH:18][C:13]([CH2:12][NH:3][C:2](=[O:1])[CH:10]([CH2:5][CH3:4])[CH2:9][CH3:8])=[CH:14][C:15]=2[F:39])[CH2:24][CH2:23]1)=[O:27])[CH3:32], predict the reactants needed to synthesize it. The reactants are: [O:1]=[C:2]1[C:10]2[C:5](=CC=[CH:8][CH:9]=2)[C:4](=O)[N:3]1[CH2:12][C:13]1[CH:18]=[CH:17][C:16]([N:19]2[CH2:24][CH2:23][N:22]([CH:25]([C:33]3[CH:38]=[CH:37][CH:36]=[CH:35][CH:34]=3)[C:26]([N:28]([CH2:31][CH3:32])[CH2:29][CH3:30])=[O:27])[CH2:21][CH2:20]2)=[C:15]([F:39])[CH:14]=1.NN. (2) Given the product [CH3:32][C:31]([CH3:34])([CH3:33])[C@H:2]([NH:1][C:44](=[O:45])[C@@H:43]([N:42]([CH3:48])[C:40](=[O:41])[O:39][C:35]([CH3:36])([CH3:38])[CH3:37])[CH3:47])[C:3]([N:5]1[C@H:14]([C:15](=[O:16])[NH:17][C@H:18]2[C:27]3[C:22](=[CH:23][CH:24]=[CH:25][CH:26]=3)[CH2:21][CH2:20][CH2:19]2)[CH2:13][C:12]2[C:7](=[CH:8][C:9]([N+:28]([O-:30])=[O:29])=[CH:10][CH:11]=2)[CH2:6]1)=[O:4], predict the reactants needed to synthesize it. The reactants are: [NH2:1][C@@H:2]([C:31]([CH3:34])([CH3:33])[CH3:32])[C:3]([N:5]1[C@H:14]([C:15]([NH:17][C@H:18]2[C:27]3[C:22](=[CH:23][CH:24]=[CH:25][CH:26]=3)[CH2:21][CH2:20][CH2:19]2)=[O:16])[CH2:13][C:12]2[C:7](=[CH:8][C:9]([N+:28]([O-:30])=[O:29])=[CH:10][CH:11]=2)[CH2:6]1)=[O:4].[C:35]([O:39][C:40]([N:42]([CH3:48])[C@@H:43]([CH3:47])[C:44](O)=[O:45])=[O:41])([CH3:38])([CH3:37])[CH3:36]. (3) The reactants are: [Cl:1][C:2]1[CH:3]=[C:4]([NH:10][CH2:11][C:12]2[CH:13]=[N:14][CH:15]=[CH:16][CH:17]=2)[CH:5]=[CH:6][C:7]=1[O:8][CH3:9].I[C:19]1[CH:20]=[C:21]([CH:29]=[CH:30][CH:31]=1)[C:22]([O:24][C:25]([CH3:28])([CH3:27])[CH3:26])=[O:23].CC([O-])(C)C.[Na+]. Given the product [Cl:1][C:2]1[CH:3]=[C:4]([N:10]([CH2:11][C:12]2[CH:13]=[N:14][CH:15]=[CH:16][CH:17]=2)[C:19]2[CH:20]=[C:21]([CH:29]=[CH:30][CH:31]=2)[C:22]([O:24][C:25]([CH3:27])([CH3:28])[CH3:26])=[O:23])[CH:5]=[CH:6][C:7]=1[O:8][CH3:9], predict the reactants needed to synthesize it. (4) The reactants are: Br[C:2]1[CH:7]=[CH:6][C:5]([C:8]2[CH:17]=[C:11]3[N:12]=[C:13]([CH3:16])[CH:14]=[CH:15][N:10]3[N:9]=2)=[CH:4][CH:3]=1.C([O-])(=O)C.[K+].[B:23]1([B:23]2[O:27][C:26]([CH3:29])([CH3:28])[C:25]([CH3:31])([CH3:30])[O:24]2)[O:27][C:26]([CH3:29])([CH3:28])[C:25]([CH3:31])([CH3:30])[O:24]1. Given the product [CH3:16][C:13]1[CH:14]=[CH:15][N:10]2[N:9]=[C:8]([C:5]3[CH:6]=[CH:7][C:2]([B:23]4[O:27][C:26]([CH3:29])([CH3:28])[C:25]([CH3:31])([CH3:30])[O:24]4)=[CH:3][CH:4]=3)[CH:17]=[C:11]2[N:12]=1, predict the reactants needed to synthesize it. (5) The reactants are: C([O:4][CH2:5][C:6]1[CH:7]=[C:8]2[C:13](=[CH:14][C:15]=1[Cl:16])[O:12][C:11](=[O:17])[C:10]([CH2:18][C:19]([NH:21][C:22]1[CH:27]=[CH:26][C:25]([F:28])=[CH:24][C:23]=1[C:29]([F:32])([F:31])[F:30])=[O:20])=[C:9]2[C:33]1[CH:34]=[C:35](/[CH:39]=[CH:40]/[C:41]([O:43]CC)=[O:42])[CH:36]=[CH:37][CH:38]=1)(=O)C.C1CCN2C(=NCCC2)CC1.Cl. Given the product [Cl:16][C:15]1[CH:14]=[C:13]2[C:8]([C:9]([C:33]3[CH:34]=[C:35](/[CH:39]=[CH:40]/[C:41]([OH:43])=[O:42])[CH:36]=[CH:37][CH:38]=3)=[C:10]([CH2:18][C:19]([NH:21][C:22]3[CH:27]=[CH:26][C:25]([F:28])=[CH:24][C:23]=3[C:29]([F:32])([F:31])[F:30])=[O:20])[C:11](=[O:17])[O:12]2)=[CH:7][C:6]=1[CH2:5][OH:4], predict the reactants needed to synthesize it. (6) Given the product [Cl:27][C:28]1[CH:33]=[CH:32][C:31]([C:34]([NH:36][C:37]([NH:20][C:19]2[CH:21]=[CH:22][C:16]([O:15][C:6]3[C:5]4[C:10](=[CH:11][C:12]([O:13][CH3:14])=[C:3]([O:2][CH3:1])[CH:4]=4)[N:9]=[CH:8][CH:7]=3)=[C:17]([F:23])[CH:18]=2)=[S:38])=[O:35])=[CH:30][CH:29]=1, predict the reactants needed to synthesize it. The reactants are: [CH3:1][O:2][C:3]1[CH:4]=[C:5]2[C:10](=[CH:11][C:12]=1[O:13][CH3:14])[N:9]=[CH:8][CH:7]=[C:6]2[O:15][C:16]1[CH:22]=[CH:21][C:19]([NH2:20])=[CH:18][C:17]=1[F:23].C(O)C.[Cl:27][C:28]1[CH:33]=[CH:32][C:31]([C:34]([N:36]=[C:37]=[S:38])=[O:35])=[CH:30][CH:29]=1. (7) Given the product [CH3:12][O:13][C:14]1[C:22]([O:23][CH3:24])=[CH:21][CH:20]=[C:16]([C:17]2[O:1][N:2]=[C:3]([C:5]3[C:10]([CH3:11])=[CH:9][CH:8]=[CH:7][N:6]=3)[N:4]=2)[C:15]=1[OH:25], predict the reactants needed to synthesize it. The reactants are: [OH:1][NH:2][C:3]([C:5]1[C:10]([CH3:11])=[CH:9][CH:8]=[CH:7][N:6]=1)=[NH:4].[CH3:12][O:13][C:14]1[C:22]([O:23][CH3:24])=[CH:21][CH:20]=[C:16]([C:17](O)=O)[C:15]=1[OH:25]. (8) Given the product [CH2:47]([N:27]([CH:24]1[CH2:23][CH2:22][N:21]([C:18]2[CH:17]=[CH:16][C:15]([O:14][CH2:13][C@@H:8]3[O:7][C:6]4=[N:5][C:4]([N+:1]([O-:3])=[O:2])=[CH:12][N:11]4[CH2:10][CH2:9]3)=[CH:20][CH:19]=2)[CH2:26][CH2:25]1)[C:28]1[CH:33]=[CH:32][C:31]([O:34][CH2:35][C:36]2[CH:37]=[CH:38][C:39]([O:42][C:43]([F:46])([F:45])[F:44])=[CH:40][CH:41]=2)=[CH:30][CH:29]=1)[CH3:48], predict the reactants needed to synthesize it. The reactants are: [N+:1]([C:4]1[N:5]=[C:6]2[N:11]([CH:12]=1)[CH2:10][CH2:9][C@H:8]([CH2:13][O:14][C:15]1[CH:20]=[CH:19][C:18]([N:21]3[CH2:26][CH2:25][CH:24]([NH:27][C:28]4[CH:33]=[CH:32][C:31]([O:34][CH2:35][C:36]5[CH:41]=[CH:40][C:39]([O:42][C:43]([F:46])([F:45])[F:44])=[CH:38][CH:37]=5)=[CH:30][CH:29]=4)[CH2:23][CH2:22]3)=[CH:17][CH:16]=1)[O:7]2)([O-:3])=[O:2].[CH:47](=O)[CH3:48].C(O[BH-](OC(=O)C)OC(=O)C)(=O)C.[Na+].C(=O)([O-])[O-].[K+].[K+].